This data is from Reaction yield outcomes from USPTO patents with 853,638 reactions. The task is: Predict the reaction yield, written as a fraction of the theoretical maximum amount of product (1.0 means a 100% yield; for example, 0.34 means a 34% yield). (1) The reactants are C([O:3][C:4]([C:6]1([CH2:30][C:31]#[N:32])[CH2:11][CH2:10][CH:9]([O:12][Si:13]([C:26]([CH3:29])([CH3:28])[CH3:27])([C:20]2[CH:25]=[CH:24][CH:23]=[CH:22][CH:21]=2)[C:14]2[CH:19]=[CH:18][CH:17]=[CH:16][CH:15]=2)[CH2:8][CH2:7]1)=O)C.O.[BH4-].[Na+].[OH-].[NH4+]. The catalyst is C1COCC1.O.O.O.O.O.O.[Co](Cl)Cl. The product is [C:26]([Si:13]([C:20]1[CH:21]=[CH:22][CH:23]=[CH:24][CH:25]=1)([C:14]1[CH:15]=[CH:16][CH:17]=[CH:18][CH:19]=1)[O:12][CH:9]1[CH2:10][CH2:11][C:6]2([C:4](=[O:3])[NH:32][CH2:31][CH2:30]2)[CH2:7][CH2:8]1)([CH3:29])([CH3:28])[CH3:27]. The yield is 0.180. (2) The reactants are [Br:1][C:2]1[CH:10]=[CH:9][C:8]([C:11]([O:13]C)=[O:12])=[C:7]2[C:3]=1[C:4]([CH2:15][NH:16][CH2:17][C:18]1[CH:23]=[CH:22][C:21]([O:24][CH3:25])=[CH:20][CH:19]=1)=[CH:5][NH:6]2.[Li+].[OH-]. The catalyst is C1COCC1.CO.O. The product is [Br:1][C:2]1[CH:10]=[CH:9][C:8]([C:11]([OH:13])=[O:12])=[C:7]2[C:3]=1[C:4]([CH2:15][NH:16][CH2:17][C:18]1[CH:19]=[CH:20][C:21]([O:24][CH3:25])=[CH:22][CH:23]=1)=[CH:5][NH:6]2. The yield is 0.770. (3) The reactants are [CH3:1][C:2]1[N:6]([CH2:7][C:8]2[C:17]3[C:12](=[CH:13][CH:14]=[CH:15][CH:16]=3)[CH:11]=[CH:10][CH:9]=2)[C:5]2[CH:18]=[C:19]([N:25]3[CH2:30][CH2:29][O:28][CH2:27][CH2:26]3)[CH:20]=[C:21]([C:22]([OH:24])=O)[C:4]=2[N:3]=1.C(Cl)CCl.[CH3:35][S:36]([NH2:39])(=[O:38])=[O:37]. The catalyst is CN(C)C=O.CN(C1C=CN=CC=1)C. The product is [CH3:1][C:2]1[N:6]([CH2:7][C:8]2[C:17]3[C:12](=[CH:13][CH:14]=[CH:15][CH:16]=3)[CH:11]=[CH:10][CH:9]=2)[C:5]2[CH:18]=[C:19]([N:25]3[CH2:30][CH2:29][O:28][CH2:27][CH2:26]3)[CH:20]=[C:21]([C:22]([NH:39][S:36]([CH3:35])(=[O:38])=[O:37])=[O:24])[C:4]=2[N:3]=1. The yield is 0.390. (4) The reactants are Br[C:2]1[C:3]([O:17][CH2:18][C:19]2[C:20]([C:25]3[CH:30]=[CH:29][CH:28]=[CH:27][CH:26]=3)=[N:21][O:22][C:23]=2[CH3:24])=[N:4][CH:5]=[C:6]([CH:16]=1)[C:7]([NH:9][CH:10]1[CH2:15][CH2:14][O:13][CH2:12][CH2:11]1)=[O:8].[CH3:31]B1OB(C)OB(C)O1.C(=O)([O-])[O-].[Na+].[Na+]. The catalyst is COCCOC.C(OCC)(=O)C.C1C=CC([P]([Pd]([P](C2C=CC=CC=2)(C2C=CC=CC=2)C2C=CC=CC=2)([P](C2C=CC=CC=2)(C2C=CC=CC=2)C2C=CC=CC=2)[P](C2C=CC=CC=2)(C2C=CC=CC=2)C2C=CC=CC=2)(C2C=CC=CC=2)C2C=CC=CC=2)=CC=1. The product is [CH3:31][C:2]1[C:3]([O:17][CH2:18][C:19]2[C:20]([C:25]3[CH:26]=[CH:27][CH:28]=[CH:29][CH:30]=3)=[N:21][O:22][C:23]=2[CH3:24])=[N:4][CH:5]=[C:6]([CH:16]=1)[C:7]([NH:9][CH:10]1[CH2:15][CH2:14][O:13][CH2:12][CH2:11]1)=[O:8]. The yield is 0.500.